Dataset: Reaction yield outcomes from USPTO patents with 853,638 reactions. Task: Predict the reaction yield, written as a fraction of the theoretical maximum amount of product (1.0 means a 100% yield; for example, 0.34 means a 34% yield). The reactants are [CH2:1]([O:3][C:4](=[O:8])[C:5](Cl)=[O:6])[CH3:2].[Cl:9][C:10]1[S:11][CH:12]=[CH:13][C:14]=1[Cl:15].[Al+3].[Cl-].[Cl-].[Cl-]. The catalyst is [N+](C)([O-])=O. The product is [CH2:1]([O:3][C:4](=[O:8])[C:5]([C:12]1[S:11][C:10]([Cl:9])=[C:14]([Cl:15])[CH:13]=1)=[O:6])[CH3:2]. The yield is 0.820.